This data is from Full USPTO retrosynthesis dataset with 1.9M reactions from patents (1976-2016). The task is: Predict the reactants needed to synthesize the given product. (1) Given the product [C:1]([O:5][C:6]([N:8]1[CH2:13][CH2:12][N:11]([C:14]([C:16]2[CH:17]=[CH:18][CH:19]=[C:20]3[C:24]=2[NH:23][CH:22]=[C:21]3[CH2:25][N:27]2[CH2:32][CH2:31][O:30][CH2:29][CH2:28]2)=[O:15])[CH2:10][CH2:9]1)=[O:7])([CH3:4])([CH3:3])[CH3:2], predict the reactants needed to synthesize it. The reactants are: [C:1]([O:5][C:6]([N:8]1[CH2:13][CH2:12][N:11]([C:14]([C:16]2[CH:17]=[CH:18][CH:19]=[C:20]3[C:24]=2[NH:23][CH:22]=[C:21]3[CH:25]=O)=[O:15])[CH2:10][CH2:9]1)=[O:7])([CH3:4])([CH3:3])[CH3:2].[NH:27]1[CH2:32][CH2:31][O:30][CH2:29][CH2:28]1.[BH-](OC(C)=O)(OC(C)=O)OC(C)=O.[Na+]. (2) Given the product [CH:65]1([O:6][C:7](=[O:8])[NH:9][C@H:10]2[CH2:14][CH2:15][CH2:16][CH2:17][CH2:18][CH2:19][CH2:20][NH:21][C:22]3[CH:27]=[CH:26][CH:25]=[CH:24][C:23]=3[S:28](=[O:45])(=[O:46])[NH:29][C:30](=[O:31])[CH:32]([C@@:34]3([N:81]=[C:83]=[O:84])[CH2:47][C@H:33]3[CH:35]=[CH2:36])[NH:37][C:38](=[O:39])[C@H:40]3[N:41]([CH2:42][CH2:43][CH2:44]3)[C:11]2=[O:13])[CH2:66][CH2:67][CH2:68][CH2:69]1, predict the reactants needed to synthesize it. The reactants are: C1([O:6][C:7]([NH:9][C@@H:10]([CH2:14][CH2:15][CH2:16][CH2:17][CH2:18][CH2:19][CH2:20][NH:21][C:22]2[CH:27]=[CH:26][CH:25]=[CH:24][C:23]=2[S:28](=[O:46])(=[O:45])[NH:29][C:30]([C@@:32]2([NH:37][C:38]([C@@H:40]3[CH2:44][CH2:43][CH2:42][NH:41]3)=[O:39])[CH2:34][C@H:33]2[CH:35]=[CH2:36])=[O:31])[C:11]([OH:13])=O)=[O:8])CCCC1.[CH3:47]CN(C(C)C)C(C)C.CN(C(ON1N=N[C:66]2[CH:67]=[CH:68][CH:69]=N[C:65]1=2)=[N+](C)C)C.F[P-](F)(F)(F)(F)F.C[N:81]([CH:83]=[O:84])C. (3) Given the product [C:1]1([NH:7][C:8]2[CH:13]=[CH:12][CH:11]=[CH:10][C:9]=2[NH:14][C:25]2[N:30]=[C:29]([C:31]3[CH:36]=[CH:35][CH:34]=[CH:33][CH:32]=3)[N:28]=[C:27]([C:37]3[CH:38]=[CH:39][CH:40]=[CH:41][CH:42]=3)[N:26]=2)[CH:2]=[CH:3][CH:4]=[CH:5][CH:6]=1, predict the reactants needed to synthesize it. The reactants are: [C:1]1([NH:7][C:8]2[CH:13]=[CH:12][CH:11]=[CH:10][C:9]=2[NH2:14])[CH:6]=[CH:5][CH:4]=[CH:3][CH:2]=1.C(N(C(C)C)C(C)C)C.Cl[C:25]1[N:30]=[C:29]([C:31]2[CH:36]=[CH:35][CH:34]=[CH:33][CH:32]=2)[N:28]=[C:27]([C:37]2[CH:42]=[CH:41][CH:40]=[CH:39][CH:38]=2)[N:26]=1.CCCCCCC. (4) Given the product [Cl:30][C:28]1[CH:27]=[CH:26][C:25]([O:31][CH3:32])=[C:24]([CH:29]=1)[CH2:23][CH:20]1[C:21](=[O:22])[N:15]([C:13]([NH:12][C@@H:9]([C:7]([NH:6][OH:5])=[O:8])[CH2:10][CH3:11])=[O:14])[CH2:16][C:17](=[O:33])[NH:18][CH2:19]1, predict the reactants needed to synthesize it. The reactants are: C([O:5][NH:6][C:7]([C@H:9]([NH:12][C:13]([N:15]1[C:21](=[O:22])[CH:20]([CH2:23][C:24]2[CH:29]=[C:28]([Cl:30])[CH:27]=[CH:26][C:25]=2[O:31][CH3:32])[CH2:19][NH:18][C:17](=[O:33])[CH2:16]1)=[O:14])[CH2:10][CH3:11])=[O:8])(C)(C)C.FC(F)(F)C(O)=O. (5) The reactants are: [NH:1]1[C:9]2[C:4](=[CH:5][CH:6]=[CH:7][CH:8]=2)[CH:3]=[CH:2]1.[H-].[Na+].[CH:12](I)([CH3:14])[CH3:13].O. Given the product [CH:12]([N:1]1[C:9]2[C:4](=[CH:5][CH:6]=[CH:7][CH:8]=2)[CH:3]=[CH:2]1)([CH3:14])[CH3:13], predict the reactants needed to synthesize it. (6) Given the product [NH2:30][C:31]1[C:32]2[N:33]([C:37]([C@@H:41]3[CH2:46][CH2:45][CH2:44][N:43]([C:47]([C:49]4([CH3:53])[CH2:50][O:51][CH2:52]4)=[O:48])[CH2:42]3)=[N:38][C:39]=2[C:20]2[CH:19]=[CH:18][C:4]([C:5]([NH:7][C:8]3[CH:13]=[C:12]([C:14]([F:15])([F:16])[F:17])[CH:11]=[CH:10][N:9]=3)=[O:6])=[CH:3][C:2]=2[F:1])[CH:34]=[CH:35][N:36]=1, predict the reactants needed to synthesize it. The reactants are: [F:1][C:2]1[CH:3]=[C:4]([CH:18]=[CH:19][C:20]=1B1OC(C)(C)C(C)(C)O1)[C:5]([NH:7][C:8]1[CH:13]=[C:12]([C:14]([F:17])([F:16])[F:15])[CH:11]=[CH:10][N:9]=1)=[O:6].[NH2:30][C:31]1[C:32]2[N:33]([C:37]([C@@H:41]3[CH2:46][CH2:45][CH2:44][N:43]([C:47]([C:49]4([CH3:53])[CH2:52][O:51][CH2:50]4)=[O:48])[CH2:42]3)=[N:38][C:39]=2Br)[CH:34]=[CH:35][N:36]=1.C(=O)([O-])[O-].[K+].[K+]. (7) Given the product [F:32][C:31]([F:33])([F:34])[C:28]1[CH:29]=[CH:30][C:25]([CH2:24][N:1]2[C:11]3=[C:12]4[C:7](=[CH:8][CH:9]=[CH:10]3)[O:6][CH2:5][CH2:4][N:3]4[C:2]2=[N:13][S:14]([C:17]2[CH:18]=[CH:19][CH:20]=[CH:21][CH:22]=2)(=[O:16])=[O:15])=[CH:26][CH:27]=1, predict the reactants needed to synthesize it. The reactants are: [N:1]1[C:11]2=[C:12]3[C:7](=[CH:8][CH:9]=[CH:10]2)[O:6][CH2:5][CH2:4][N:3]3[C:2]=1[NH:13][S:14]([C:17]1[CH:22]=[CH:21][CH:20]=[CH:19][CH:18]=1)(=[O:16])=[O:15].Br[CH2:24][C:25]1[CH:30]=[CH:29][C:28]([C:31]([F:34])([F:33])[F:32])=[CH:27][CH:26]=1.C(=O)([O-])[O-].[K+].[K+]. (8) Given the product [CH2:1]([N:5]1[C:10](=[S:21])[CH2:9][NH:8][C:7]([C:12]2[CH:17]=[CH:16][C:15]([Cl:18])=[C:14]([Cl:19])[CH:13]=2)=[N:6]1)[CH2:2][CH2:3][CH3:4], predict the reactants needed to synthesize it. The reactants are: [CH2:1]([N:5]1[C:10](=O)[CH2:9][NH:8][C:7]([C:12]2[CH:17]=[CH:16][C:15]([Cl:18])=[C:14]([Cl:19])[CH:13]=2)=[N:6]1)[CH2:2][CH2:3][CH3:4].P12(SP3(SP(SP(S3)(S1)=S)(=S)S2)=S)=[S:21]. (9) Given the product [CH2:40]([C:37]1[CH:36]=[N:35][C:26]([N:23]2[CH2:24][CH2:25][N:20]([C:19]3[C:14]4[S:13][CH:12]=[C:11]([C:8]5[CH:7]=[CH:6][C:5]([S:2]([CH3:1])(=[O:4])=[O:3])=[CH:10][CH:9]=5)[C:15]=4[N:16]=[CH:17][N:18]=3)[CH2:21][CH2:22]2)=[N:39][CH:38]=1)[CH3:41], predict the reactants needed to synthesize it. The reactants are: [CH3:1][S:2]([C:5]1[CH:10]=[CH:9][C:8]([C:11]2[C:15]3[N:16]=[CH:17][N:18]=[C:19]([N:20]4[CH2:25][CH2:24][N:23]([C:26](OC(C)(C)C)=O)[CH2:22][CH2:21]4)[C:14]=3[S:13][CH:12]=2)=[CH:7][CH:6]=1)(=[O:4])=[O:3].ClC1[N:39]=[CH:38][C:37]([CH2:40][CH3:41])=[CH:36][N:35]=1. (10) Given the product [C:31]([N:21]1[C:22]2[C:17](=[CH:16][CH:15]=[C:14]([CH:12]([NH:11][C:9](=[O:10])[CH:8]=[CH:7][C:1]3[CH:2]=[CH:3][CH:4]=[CH:5][CH:6]=3)[CH3:13])[CH:23]=2)[CH2:18][CH2:19][CH2:20]1)(=[O:33])[CH3:32], predict the reactants needed to synthesize it. The reactants are: [C:1]1([CH:7]=[CH:8][C:9]([NH:11][CH:12]([C:14]2[CH:23]=[C:22]3[C:17]([CH2:18][CH2:19][CH2:20][NH:21]3)=[CH:16][CH:15]=2)[CH3:13])=[O:10])[CH:6]=[CH:5][CH:4]=[CH:3][CH:2]=1.C(N(CC)CC)C.[C:31](Cl)(=[O:33])[CH3:32].